From a dataset of Catalyst prediction with 721,799 reactions and 888 catalyst types from USPTO. Predict which catalyst facilitates the given reaction. Reactant: [CH:1]([O:4][C:5]1[CH:10]=[CH:9][C:8]([CH2:11][CH2:12][CH2:13][OH:14])=[C:7]([O:15][CH2:16][C:17]2[CH:22]=[CH:21][C:20]([C:23]([F:26])([F:25])[F:24])=[CH:19][CH:18]=2)[CH:6]=1)([CH3:3])[CH3:2].O[C:28]1[CH:32]=[C:31]([CH2:33][CH2:34][C:35]([O:37]CC)=[O:36])[N:30]([CH3:40])[N:29]=1.C(P(CCCC)CCCC)CCC.N(C(N1CCCCC1)=O)=NC(N1CCCCC1)=O.O1CCCC1CO.[OH-].[Na+].Cl. Product: [CH:1]([O:4][C:5]1[CH:10]=[CH:9][C:8]([CH2:11][CH2:12][CH2:13][O:14][C:28]2[CH:32]=[C:31]([CH2:33][CH2:34][C:35]([OH:37])=[O:36])[N:30]([CH3:40])[N:29]=2)=[C:7]([O:15][CH2:16][C:17]2[CH:18]=[CH:19][C:20]([C:23]([F:24])([F:25])[F:26])=[CH:21][CH:22]=2)[CH:6]=1)([CH3:3])[CH3:2]. The catalyst class is: 7.